From a dataset of NCI-60 drug combinations with 297,098 pairs across 59 cell lines. Regression. Given two drug SMILES strings and cell line genomic features, predict the synergy score measuring deviation from expected non-interaction effect. (1) Drug 1: C1CC(=O)NC(=O)C1N2CC3=C(C2=O)C=CC=C3N. Drug 2: CC1=CC=C(C=C1)C2=CC(=NN2C3=CC=C(C=C3)S(=O)(=O)N)C(F)(F)F. Cell line: DU-145. Synergy scores: CSS=7.36, Synergy_ZIP=-1.27, Synergy_Bliss=1.54, Synergy_Loewe=-6.39, Synergy_HSA=3.52. (2) Drug 1: C1CN1C2=NC(=NC(=N2)N3CC3)N4CC4. Drug 2: C1=NNC2=C1C(=O)NC=N2. Cell line: RPMI-8226. Synergy scores: CSS=48.8, Synergy_ZIP=0.592, Synergy_Bliss=1.55, Synergy_Loewe=-23.4, Synergy_HSA=1.86. (3) Drug 1: C1CCN(CC1)CCOC2=CC=C(C=C2)C(=O)C3=C(SC4=C3C=CC(=C4)O)C5=CC=C(C=C5)O. Drug 2: C1CN(P(=O)(OC1)NCCCl)CCCl. Cell line: UACC-257. Synergy scores: CSS=-5.98, Synergy_ZIP=3.58, Synergy_Bliss=1.25, Synergy_Loewe=-4.19, Synergy_HSA=-3.80. (4) Drug 1: CC1CCC2CC(C(=CC=CC=CC(CC(C(=O)C(C(C(=CC(C(=O)CC(OC(=O)C3CCCCN3C(=O)C(=O)C1(O2)O)C(C)CC4CCC(C(C4)OC)O)C)C)O)OC)C)C)C)OC. Drug 2: CC(C)CN1C=NC2=C1C3=CC=CC=C3N=C2N. Cell line: HCC-2998. Synergy scores: CSS=12.7, Synergy_ZIP=-1.69, Synergy_Bliss=-5.07, Synergy_Loewe=-11.6, Synergy_HSA=-8.51. (5) Drug 1: CN1C(=O)N2C=NC(=C2N=N1)C(=O)N. Drug 2: CC1=C(C(=CC=C1)Cl)NC(=O)C2=CN=C(S2)NC3=CC(=NC(=N3)C)N4CCN(CC4)CCO. Cell line: LOX IMVI. Synergy scores: CSS=-6.61, Synergy_ZIP=4.53, Synergy_Bliss=0.167, Synergy_Loewe=-5.32, Synergy_HSA=-7.04.